Dataset: Catalyst prediction with 721,799 reactions and 888 catalyst types from USPTO. Task: Predict which catalyst facilitates the given reaction. (1) The catalyst class is: 3. Product: [N:15]1[C:10]2[CH2:9][CH2:8][C:7]3[CH:16]=[CH:17][CH:18]=[CH:19][C:6]=3[N:5]([CH2:4][C@@H:3]([OH:20])[CH2:2][NH:1][S:37]([C:34]3[CH:33]=[CH:32][C:31]([O:30][C:29]([F:28])([F:41])[F:42])=[CH:36][CH:35]=3)(=[O:39])=[O:38])[C:11]=2[CH:12]=[CH:13][CH:14]=1. Reactant: [NH2:1][CH2:2][C@H:3]([OH:20])[CH2:4][N:5]1[C:11]2[CH:12]=[CH:13][CH:14]=[N:15][C:10]=2[CH2:9][CH2:8][C:7]2[CH:16]=[CH:17][CH:18]=[CH:19][C:6]1=2.CCN(CC)CC.[F:28][C:29]([F:42])([F:41])[O:30][C:31]1[CH:36]=[CH:35][C:34]([S:37](Cl)(=[O:39])=[O:38])=[CH:33][CH:32]=1. (2) Reactant: [CH3:1][N:2]([CH3:23])[C@@H:3]([CH2:16][C:17]1[CH:22]=[CH:21][CH:20]=[CH:19][CH:18]=1)[CH2:4][N:5]1C(=O)C2C(=CC=CC=2)C1=O.O.NN. Product: [CH3:23][N:2]([CH3:1])[C@@H:3]([CH2:16][C:17]1[CH:22]=[CH:21][CH:20]=[CH:19][CH:18]=1)[CH2:4][NH2:5]. The catalyst class is: 5.